The task is: Predict which catalyst facilitates the given reaction.. This data is from Catalyst prediction with 721,799 reactions and 888 catalyst types from USPTO. (1) Product: [CH2:21]([O:28][CH:29]([C:39](=[O:40])[C:9]#[C:8][C:5]1[CH:6]=[CH:7][C:2]([Cl:1])=[CH:3][CH:4]=1)[CH2:30][NH:31][C:32](=[O:38])[O:33][C:34]([CH3:37])([CH3:35])[CH3:36])[C:22]1[CH:23]=[CH:24][CH:25]=[CH:26][CH:27]=1. The catalyst class is: 20. Reactant: [Cl:1][C:2]1[CH:7]=[CH:6][C:5]([C:8]#[CH:9])=[CH:4][CH:3]=1.C([Li])CCC.CCCCCC.[CH2:21]([O:28][CH:29]([C:39](N(OC)C)=[O:40])[CH2:30][NH:31][C:32](=[O:38])[O:33][C:34]([CH3:37])([CH3:36])[CH3:35])[C:22]1[CH:27]=[CH:26][CH:25]=[CH:24][CH:23]=1. (2) Reactant: C(O)(C(F)(F)F)=O.[N:8]1[CH:13]=[CH:12][CH:11]=[N:10][C:9]=1[C:14]1[O:22][C:17]2=[CH:18][N:19]=[CH:20][CH:21]=[C:16]2[C:15]=1[NH:23][C:24]1[CH:32]=[C:31]2[C:27]([CH:28]=[N:29][N:30]2C(OC(C)(C)C)=O)=[CH:26][CH:25]=1. Product: [N:10]1[CH:11]=[CH:12][CH:13]=[N:8][C:9]=1[C:14]1[O:22][C:17]2=[CH:18][N:19]=[CH:20][CH:21]=[C:16]2[C:15]=1[NH:23][C:24]1[CH:32]=[C:31]2[C:27]([CH:28]=[N:29][NH:30]2)=[CH:26][CH:25]=1. The catalyst class is: 4. (3) Product: [I:1][C:2]1[C:10]2[C:5](=[CH:6][N:7]=[C:8]([CH3:11])[CH:9]=2)[N:4]([CH2:19][C:20]([O:22][C:23]([CH3:26])([CH3:25])[CH3:24])=[O:21])[N:3]=1. The catalyst class is: 10. Reactant: [I:1][C:2]1[C:10]2[C:5](=[CH:6][N:7]=[C:8]([CH3:11])[CH:9]=2)[NH:4][N:3]=1.C(=O)([O-])[O-].[K+].[K+].Br[CH2:19][C:20]([O:22][C:23]([CH3:26])([CH3:25])[CH3:24])=[O:21].